Predict the reactants needed to synthesize the given product. From a dataset of Full USPTO retrosynthesis dataset with 1.9M reactions from patents (1976-2016). (1) Given the product [NH2:22][C:16]1[CH:17]=[CH:18][C:19]([CH3:21])=[CH:20][C:15]=1[NH:14][C:2]([CH3:13])([CH3:1])[CH2:3][CH2:4][NH:5][C:6](=[O:12])[O:7][C:8]([CH3:10])([CH3:9])[CH3:11], predict the reactants needed to synthesize it. The reactants are: [CH3:1][C:2]([NH:14][C:15]1[CH:20]=[C:19]([CH3:21])[CH:18]=[CH:17][C:16]=1[N+:22]([O-])=O)([CH3:13])[CH2:3][CH2:4][NH:5][C:6](=[O:12])[O:7][C:8]([CH3:11])([CH3:10])[CH3:9]. (2) Given the product [CH3:18][C:19]1[CH:40]=[CH:39][C:38]([CH3:41])=[CH:37][C:20]=1[O:21][CH2:22][C:23]1[CH:28]=[CH:27][CH:26]=[CH:25][C:24]=1[C:29](=[N:34][O:35][CH3:36])[CH:30]=[O:31], predict the reactants needed to synthesize it. The reactants are: [H-].C([Al+]CC(C)C)C(C)C.C1(C)C=CC=CC=1.[CH3:18][C:19]1[CH:40]=[CH:39][C:38]([CH3:41])=[CH:37][C:20]=1[O:21][CH2:22][C:23]1[CH:28]=[CH:27][CH:26]=[CH:25][C:24]=1[C:29](=[N:34][O:35][CH3:36])[C:30](OC)=[O:31].ClCCl. (3) Given the product [CH:13]1([NH:12][C:10]2[C:9]3[C:4](=[CH:5][CH:6]=[C:7]([C:16]4[CH:21]=[CH:20][C:19]([F:22])=[CH:18][CH:17]=4)[CH:8]=3)[N:3]=[C:2]([NH:29][C:26]3[CH:27]=[CH:28][N:24]([CH3:23])[N:25]=3)[N:11]=2)[CH2:15][CH2:14]1, predict the reactants needed to synthesize it. The reactants are: Cl[C:2]1[N:11]=[C:10]([NH:12][CH:13]2[CH2:15][CH2:14]2)[C:9]2[C:4](=[CH:5][CH:6]=[C:7]([C:16]3[CH:21]=[CH:20][C:19]([F:22])=[CH:18][CH:17]=3)[CH:8]=2)[N:3]=1.[CH3:23][N:24]1[CH:28]=[CH:27][C:26]([NH2:29])=[N:25]1.N1C(C)=CC=CC=1C. (4) Given the product [CH:2]1([C:5]2[C:10]3[CH2:11][O:12][C@@H:13]4[C@H:17]([C:9]=3[CH:8]=[CH:7][CH:6]=2)[CH2:16][NH:15][CH2:14]4)[CH2:4][CH2:3]1, predict the reactants needed to synthesize it. The reactants are: Cl.[CH:2]1([C:5]2[C:10]3[CH2:11][O:12][C@@H:13]4[C@H:17]([C:9]=3[CH:8]=[CH:7][CH:6]=2)[CH2:16][N:15](C(OC(C)(C)C)=O)[CH2:14]4)[CH2:4][CH2:3]1.CO. (5) Given the product [CH3:25][C:26]1([NH:30][C:21]([C:17]2[N:18]([CH3:20])[N:19]=[C:15]([NH:14][CH2:13][C:12]3[C:8]([C:5]4[CH:4]=[CH:3][C:2]([F:1])=[CH:7][CH:6]=4)=[N:9][O:10][C:11]=3[CH3:24])[CH:16]=2)=[O:23])[CH2:29][O:28][CH2:27]1, predict the reactants needed to synthesize it. The reactants are: [F:1][C:2]1[CH:7]=[CH:6][C:5]([C:8]2[C:12]([CH2:13][NH:14][C:15]3[CH:16]=[C:17]([C:21]([OH:23])=O)[N:18]([CH3:20])[N:19]=3)=[C:11]([CH3:24])[O:10][N:9]=2)=[CH:4][CH:3]=1.[CH3:25][C:26]1([NH2:30])[CH2:29][O:28][CH2:27]1.